Dataset: Reaction yield outcomes from USPTO patents with 853,638 reactions. Task: Predict the reaction yield, written as a fraction of the theoretical maximum amount of product (1.0 means a 100% yield; for example, 0.34 means a 34% yield). (1) The reactants are [N:1]([CH2:4][C:5]1[N:6]=[C:7]2[CH:13]=[CH:12][N:11]([S:14]([C:17]3[CH:23]=[CH:22][C:20]([CH3:21])=[CH:19][CH:18]=3)(=[O:16])=[O:15])[C:8]2=[N:9][CH:10]=1)=[N+]=[N-].C1C=CC(P(C2C=CC=CC=2)C2C=CC=CC=2)=CC=1.[ClH:43].CO. The catalyst is C1COCC1.O. The product is [ClH:43].[S:14]([N:11]1[C:8]2=[N:9][CH:10]=[C:5]([CH2:4][NH2:1])[N:6]=[C:7]2[CH:13]=[CH:12]1)([C:17]1[CH:18]=[CH:19][C:20]([CH3:21])=[CH:22][CH:23]=1)(=[O:15])=[O:16]. The yield is 0.900. (2) The reactants are C([N-]C(C)C)(C)C.[Li+].CCCCCCC.O1CCCC1.[C:21]([O:24][CH2:25][CH3:26])(=[O:23])[CH3:22].[CH2:27]1[C:35]2[C:30](=[CH:31][CH:32]=[CH:33][CH:34]=2)[CH2:29][C:28]1=[O:36]. The catalyst is O1CCCC1. The product is [OH:36][C:28]1([CH2:22][C:21]([O:24][CH2:25][CH3:26])=[O:23])[CH2:29][C:30]2[C:35](=[CH:34][CH:33]=[CH:32][CH:31]=2)[CH2:27]1. The yield is 0.520. (3) The product is [O:38]1[CH2:37][CH2:36][O:35][CH:34]1[C:29]1[CH:28]=[C:27]([CH:32]=[C:31]([CH3:33])[CH:30]=1)[O:26][C:11]1[NH:10][C:9](=[O:8])[NH:14][C:13](=[O:15])[C:12]=1[CH:23]([CH3:25])[CH3:24]. The yield is 0.890. The catalyst is C1COCC1.[Pd]. The reactants are C([O:8][C:9]1[N:14]=[C:13]([O:15]CC2C=CC=CC=2)[C:12]([CH:23]([CH3:25])[CH3:24])=[C:11]([O:26][C:27]2[CH:32]=[C:31]([CH3:33])[CH:30]=[C:29]([CH:34]3[O:38][CH2:37][CH2:36][O:35]3)[CH:28]=2)[N:10]=1)C1C=CC=CC=1. (4) The reactants are [CH:1]([C:4]1[CH:9]=[CH:8][C:7]([C@@H:10]2[C:14]3[C:15]([CH3:28])=[C:16]([NH:20][C:21](=[O:27])[CH2:22][C:23]([CH3:26])([CH3:25])[CH3:24])[C:17]([CH3:19])=[CH:18][C:13]=3[O:12][CH2:11]2)=[CH:6][CH:5]=1)([CH3:3])[CH3:2].[C:29](Cl)(=[O:36])[C:30]1[CH:35]=[CH:34][CH:33]=[CH:32][CH:31]=1. No catalyst specified. The product is [C:29]([C:18]1[C:13]2[O:12][CH2:11][C@H:10]([C:7]3[CH:6]=[CH:5][C:4]([CH:1]([CH3:2])[CH3:3])=[CH:9][CH:8]=3)[C:14]=2[C:15]([CH3:28])=[C:16]([NH:20][C:21](=[O:27])[CH2:22][C:23]([CH3:26])([CH3:25])[CH3:24])[C:17]=1[CH3:19])(=[O:36])[C:30]1[CH:35]=[CH:34][CH:33]=[CH:32][CH:31]=1. The yield is 0.740. (5) The reactants are [CH:1]1(C#N)[C:10]2[C:5](=[CH:6][CH:7]=[CH:8][CH:9]=2)[CH2:4][CH2:3][CH2:2]1.Cl.[CH2:14](Br)[CH3:15].[C:17]([O-:20])([O-])=[O:18].[Cs+].[Cs+]. The catalyst is [OH-].[K+].C(O)(C)C. The product is [CH2:14]([O:20][C:17]([CH:4]1[C:5]2[C:10](=[CH:9][CH:8]=[CH:7][CH:6]=2)[CH2:1][CH2:2][CH2:3]1)=[O:18])[CH3:15]. The yield is 0.450.